Predict the reaction yield, written as a fraction of the theoretical maximum amount of product (1.0 means a 100% yield; for example, 0.34 means a 34% yield). From a dataset of Reaction yield outcomes from USPTO patents with 853,638 reactions. (1) The yield is 0.930. The catalyst is C(OCC)C. The product is [ClH:1].[Cl:1][C:2]1[CH:3]=[CH:4][C:5]([CH2:6][C:7]2[N:11]=[C:10]([O:12][C:13]3[C:18]([CH3:19])=[CH:17][C:16]([N:20]=[CH:21][N:22]([CH2:24][CH3:25])[CH3:23])=[C:15]([CH3:26])[CH:14]=3)[S:9][N:8]=2)=[CH:27][CH:28]=1. The reactants are [Cl:1][C:2]1[CH:28]=[CH:27][C:5]([CH2:6][C:7]2[N:11]=[C:10]([O:12][C:13]3[C:18]([CH3:19])=[CH:17][C:16]([N:20]=[CH:21][N:22]([CH2:24][CH3:25])[CH3:23])=[C:15]([CH3:26])[CH:14]=3)[S:9][N:8]=2)=[CH:4][CH:3]=1.Cl.O1CCOCC1. (2) The reactants are C([N:3]([CH2:15][CH3:16])[C:4](=[O:14])[C:5]1[CH:10]=[CH:9][C:8]([O:11][CH3:12])=[CH:7][C:6]=1[CH3:13])C.C([Li])(C)(C)C.CCCCC.[Cl:27][C:28]1[CH:29]=C([CH:33]=[CH:34][C:35]=1[O:36][CH3:37])C#N. The yield is 0.840. The catalyst is C1COCC1. The product is [Cl:27][C:28]1[CH:29]=[C:16]([C:15]2[N:3]=[C:4]([OH:14])[C:5]3[C:6]([CH:13]=2)=[CH:7][C:8]([O:11][CH3:12])=[CH:9][CH:10]=3)[CH:33]=[CH:34][C:35]=1[O:36][CH3:37]. (3) The reactants are [ClH:1].[CH:2]1[C:11]2[C:6](=[CH:7][CH:8]=[CH:9][C:10]=2N)[CH:5]=[CH:4][N:3]=1.C(O)(=O)C.N([O-])=O.[Na+].[S:21](=[O:23])=[O:22]. The catalyst is C(#N)C.O.O.O.[Cu](Cl)Cl. The product is [CH:2]1[C:11]2[C:6](=[CH:7][CH:8]=[CH:9][C:10]=2[S:21]([Cl:1])(=[O:23])=[O:22])[CH:5]=[CH:4][N:3]=1. The yield is 0.120. (4) The reactants are [Br:1][C:2]1[C:7]([O:8][CH2:9][C:10]([OH:12])=[O:11])=[CH:6][CH:5]=[C:4]([C:13]([OH:15])=[O:14])[N:3]=1.[OH:16]O.O. The catalyst is FC(F)(F)C(O)=O. The product is [Br:1][C:2]1[C:7]([O:8][CH2:9][C:10]([OH:12])=[O:11])=[CH:6][CH:5]=[C:4]([C:13]([OH:15])=[O:14])[N+:3]=1[O-:16]. The yield is 0.870. (5) The reactants are [N+:1]([C:4]1[CH:22]=[CH:21][C:7]([CH2:8][C:9]([CH3:20])([C:15]([O:17][CH2:18][CH3:19])=[O:16])[C:10]([O:12][CH2:13][CH3:14])=[O:11])=[CH:6][CH:5]=1)([O-])=O.O.C(OCC)(=O)C.C(N(CC)CC)C. The catalyst is CCO. The product is [NH2:1][C:4]1[CH:5]=[CH:6][C:7]([CH2:8][C:9]([CH3:20])([C:15]([O:17][CH2:18][CH3:19])=[O:16])[C:10]([O:12][CH2:13][CH3:14])=[O:11])=[CH:21][CH:22]=1. The yield is 0.814. (6) The reactants are [CH2:1]([C:5]1[N:6]=[C:7]([CH3:39])[N:8]([C:27]2[CH:32]=[CH:31][C:30]([O:33][C:34]([CH3:38])([CH3:37])[CH2:35][OH:36])=[CH:29][CH:28]=2)[C:9](=[O:26])[C:10]=1[CH2:11][C:12]1[CH:17]=[CH:16][C:15]([C:18]2[C:19]([C:24]#[N:25])=[CH:20][CH:21]=[CH:22][CH:23]=2)=[CH:14][CH:13]=1)[CH2:2][CH2:3][CH3:4].[N:40]1C(C)=CC=CC=1C.FC(F)(F)S(O[Si](C(C)(C)C)(C)C)(=O)=O.[C:63]([O:66]CC)(=[O:65])C. The catalyst is ClCCl. The product is [CH2:1]([C:5]1[N:6]=[C:7]([CH3:39])[N:8]([C:27]2[CH:28]=[CH:29][C:30]([O:33][C:34]([CH3:38])([CH3:37])[CH2:35][OH:36])=[CH:31][CH:32]=2)[C:9](=[O:26])[C:10]=1[CH2:11][C:12]1[CH:13]=[CH:14][C:15]([C:18]2[CH:23]=[CH:22][CH:21]=[CH:20][C:19]=2[C:24]2[NH:40][C:63](=[O:65])[O:66][N:25]=2)=[CH:16][CH:17]=1)[CH2:2][CH2:3][CH3:4]. The yield is 0.520. (7) The reactants are N1C=CC=CC=1.ClC(Cl)(O[C:11](=[O:17])OC(Cl)(Cl)Cl)Cl.[CH3:19][C@H:20]1[CH2:25][CH2:24][CH2:23][C@@H:22]([CH3:26])[NH:21]1.C[C@H]1CCC[C@@H](C)N1.C(Cl)(=O)N.CCN(C(C)C)C(C)C.[F:48][C:49]1[CH:50]=[CH:51][C:52]([NH:55][NH2:56])=[N:53][CH:54]=1. The catalyst is C(Cl)Cl. The product is [F:48][C:49]1[CH:50]=[CH:51][C:52]([NH:55][NH:56][C:11]([N:21]2[C@H:22]([CH3:26])[CH2:23][CH2:24][CH2:25][C@@H:20]2[CH3:19])=[O:17])=[N:53][CH:54]=1. The yield is 0.560. (8) The reactants are I[C:2]1[CH:7]=[CH:6][CH:5]=[CH:4][N:3]=1.[N:8]1[C:17]2[C:12](=[CH:13][CH:14]=[CH:15][CH:16]=2)[N:11]=[CH:10][C:9]=1[CH:18]([OH:22])[CH2:19][C:20]#[CH:21]. No catalyst specified. The product is [N:3]1[CH:4]=[CH:5][CH:6]=[CH:7][C:2]=1[C:21]#[C:20][CH2:19][CH:18]([C:9]1[CH:10]=[N:11][C:12]2[C:17](=[CH:16][CH:15]=[CH:14][CH:13]=2)[N:8]=1)[OH:22]. The yield is 0.620. (9) The reactants are Cl[C:2]1[C:7]([C:8]([O:10][CH2:11][CH3:12])=[O:9])=[CH:6][N:5]=[C:4]([S:13][CH3:14])[N:3]=1.[NH2:15][C@H:16]1[CH2:20][CH2:19][CH2:18][C@H:17]1[CH2:21][OH:22].CCN(C(C)C)C(C)C. The catalyst is C(O)C. The product is [OH:22][CH2:21][C@H:17]1[CH2:18][CH2:19][CH2:20][C@H:16]1[NH:15][C:2]1[C:7]([C:8]([O:10][CH2:11][CH3:12])=[O:9])=[CH:6][N:5]=[C:4]([S:13][CH3:14])[N:3]=1. The yield is 0.960.